This data is from Full USPTO retrosynthesis dataset with 1.9M reactions from patents (1976-2016). The task is: Predict the reactants needed to synthesize the given product. (1) Given the product [Br:1][C:2]1[CH:10]=[CH:9][C:5]2[N:6]([C:13]([C:14]3[CH:19]=[CH:18][CH:17]=[CH:16][CH:15]=3)([C:26]3[CH:27]=[CH:28][CH:29]=[CH:30][CH:31]=3)[C:20]3[CH:21]=[CH:22][CH:23]=[CH:24][CH:25]=3)[CH:7]=[N:8][C:4]=2[CH:3]=1.[Br:1][C:2]1[CH:10]=[CH:9][C:5]2[N:6]=[CH:7][N:8]([C:13]([C:14]3[CH:19]=[CH:18][CH:17]=[CH:16][CH:15]=3)([C:26]3[CH:27]=[CH:28][CH:29]=[CH:30][CH:31]=3)[C:20]3[CH:21]=[CH:22][CH:23]=[CH:24][CH:25]=3)[C:4]=2[CH:3]=1, predict the reactants needed to synthesize it. The reactants are: [Br:1][C:2]1[CH:10]=[CH:9][C:5]2[NH:6][CH:7]=[N:8][C:4]=2[CH:3]=1.[H-].[Na+].[C:13](Cl)([C:26]1[CH:31]=[CH:30][CH:29]=[CH:28][CH:27]=1)([C:20]1[CH:25]=[CH:24][CH:23]=[CH:22][CH:21]=1)[C:14]1[CH:19]=[CH:18][CH:17]=[CH:16][CH:15]=1. (2) The reactants are: [F:1][C:2]1[CH:3]=[C:4]([CH:33]=[CH:34][C:35]=1[NH:36][C:37]([NH:39][C:40]1[CH:45]=[C:44]([CH3:46])[CH:43]=[CH:42][C:41]=1[F:47])=[O:38])[O:5][C:6]1[CH:11]=[CH:10][N:9]=[C:8]2[CH:12]=[C:13]([C:15]([NH:17][CH2:18][CH2:19][CH2:20][N:21]3[CH2:25][CH2:24][CH:23]([C:26]([O:28]C(C)(C)C)=[O:27])[CH2:22]3)=[O:16])[S:14][C:7]=12.FC(F)(F)C(O)=O. Given the product [F:1][C:2]1[CH:3]=[C:4]([CH:33]=[CH:34][C:35]=1[NH:36][C:37]([NH:39][C:40]1[CH:45]=[C:44]([CH3:46])[CH:43]=[CH:42][C:41]=1[F:47])=[O:38])[O:5][C:6]1[CH:11]=[CH:10][N:9]=[C:8]2[CH:12]=[C:13]([C:15]([NH:17][CH2:18][CH2:19][CH2:20][N:21]3[CH2:25][CH2:24][CH:23]([C:26]([OH:28])=[O:27])[CH2:22]3)=[O:16])[S:14][C:7]=12, predict the reactants needed to synthesize it.